From a dataset of Retrosynthesis with 50K atom-mapped reactions and 10 reaction types from USPTO. Predict the reactants needed to synthesize the given product. Given the product COc1ccc(C=O)cc1C(=O)O, predict the reactants needed to synthesize it. The reactants are: COC(=O)c1cc(C=O)ccc1OC.